This data is from Forward reaction prediction with 1.9M reactions from USPTO patents (1976-2016). The task is: Predict the product of the given reaction. Given the reactants [H-].[Na+].[F:3][C:4]([F:8])([F:7])[CH2:5][OH:6].Cl[C:10]1[CH:15]=[CH:14][C:13]([N+:16]([O-:18])=[O:17])=[CH:12][N:11]=1, predict the reaction product. The product is: [N+:16]([C:13]1[CH:14]=[CH:15][C:10]([O:6][CH2:5][C:4]([F:8])([F:7])[F:3])=[N:11][CH:12]=1)([O-:18])=[O:17].